This data is from CYP2C19 inhibition data for predicting drug metabolism from PubChem BioAssay. The task is: Regression/Classification. Given a drug SMILES string, predict its absorption, distribution, metabolism, or excretion properties. Task type varies by dataset: regression for continuous measurements (e.g., permeability, clearance, half-life) or binary classification for categorical outcomes (e.g., BBB penetration, CYP inhibition). Dataset: cyp2c19_veith. (1) The compound is CSc1nc(C)cc(Nc2ccc(O)c(CN3CCCCC3)c2)n1. The result is 0 (non-inhibitor). (2) The result is 1 (inhibitor). The compound is COC(=O)[C@@H]1C[C@H]1[C@@H](NC(=O)c1ccccc1)c1ccccc1. (3) The drug is C[N+]1(C)CCC(=C(c2ccccc2)c2ccccc2)CC1. The result is 0 (non-inhibitor). (4) The drug is CCOC(=O)c1cc(NC(=O)c2ccc(OC)cc2)c(=O)oc1-c1ccccc1. The result is 1 (inhibitor). (5) The molecule is Nc1ccc(S(=O)(=O)Nc2cnc3ccccc3n2)cc1. The result is 0 (non-inhibitor).